Dataset: Full USPTO retrosynthesis dataset with 1.9M reactions from patents (1976-2016). Task: Predict the reactants needed to synthesize the given product. (1) Given the product [Br:14][CH2:8][C:5]1[CH:6]=[CH:7][C:2]([F:1])=[C:3]([N+:10]([O-:12])=[O:11])[CH:4]=1, predict the reactants needed to synthesize it. The reactants are: [F:1][C:2]1[CH:7]=[CH:6][C:5]([CH2:8]O)=[CH:4][C:3]=1[N+:10]([O-:12])=[O:11].P(Br)(Br)[Br:14]. (2) Given the product [C:17]1([CH:11]2[C:12](=[O:16])[CH2:13][CH2:14][CH2:15][NH:9][CH2:10]2)[CH:18]=[CH:19][CH:20]=[CH:21][CH:22]=1, predict the reactants needed to synthesize it. The reactants are: Cl.C([N:9]1[CH2:15][CH2:14][CH2:13][C:12](=[O:16])[CH:11]([C:17]2[CH:22]=[CH:21][CH:20]=[CH:19][CH:18]=2)[CH2:10]1)C1C=CC=CC=1.O. (3) The reactants are: [CH2:1]([O:3][CH:4]1[CH2:9][CH2:8][CH:7]([C:10]2[CH:15]=[CH:14][C:13]([C:16]3(O)[CH2:21][CH2:20][CH:19]([CH:22]4[CH2:31][CH2:30][C:25]5([O:29][CH2:28][CH2:27][O:26]5)[CH2:24][CH2:23]4)[CH2:18][CH2:17]3)=[C:12]([F:33])[CH:11]=2)[CH2:6][CH2:5]1)[CH3:2].C1(C)C=CC(S(O)(=O)=O)=CC=1.C1(C)C=CC=CC=1. Given the product [CH2:1]([O:3][CH:4]1[CH2:5][CH2:6][CH:7]([C:10]2[CH:15]=[CH:14][C:13]([C:16]3[CH2:21][CH2:20][CH:19]([CH:22]4[CH2:23][CH2:24][C:25]5([O:26][CH2:27][CH2:28][O:29]5)[CH2:30][CH2:31]4)[CH2:18][CH:17]=3)=[C:12]([F:33])[CH:11]=2)[CH2:8][CH2:9]1)[CH3:2], predict the reactants needed to synthesize it. (4) Given the product [Br:15][C:12]1[CH:11]=[N:10][C:9]([O:3][CH2:2][CH3:1])=[CH:14][CH:13]=1, predict the reactants needed to synthesize it. The reactants are: [CH3:1][CH2:2][O-:3].[Na+].CCO.Br[C:9]1[CH:14]=[CH:13][C:12]([Br:15])=[CH:11][N:10]=1. (5) Given the product [NH2:24][C:25]1[N:30]([CH3:31])[C:29](=[O:32])[C:28]([CH3:34])([CH3:33])[C@:27]([C:36]2[CH:41]=[C:40]([NH:51][C:48]3[CH:49]=[N:50][C:45]([CH3:44])=[CH:46][CH:47]=3)[CH:39]=[CH:38][C:37]=2[F:43])([CH3:35])[N:26]=1, predict the reactants needed to synthesize it. The reactants are: COC1C=CC(C([NH:24][C:25]2[N:30]([CH3:31])[C:29](=[O:32])[C:28]([CH3:34])([CH3:33])[C@:27]([C:36]3[CH:41]=[C:40](Br)[CH:39]=[CH:38][C:37]=3[F:43])([CH3:35])[N:26]=2)(C2C=CC(OC)=CC=2)C2C=CC=CC=2)=CC=1.[CH3:44][C:45]1[N:50]=[CH:49][C:48]([NH2:51])=[CH:47][CH:46]=1. (6) Given the product [N:1]([C:4]1[CH:5]=[C:6]([CH:7]=[CH:8][C:9]=1[O:10][CH2:11][C:12]#[CH:13])[CH:14]=[O:15])=[N+:2]=[N-:3], predict the reactants needed to synthesize it. The reactants are: [N:1]([C:4]1[CH:5]=[C:6]([CH2:14][OH:15])[CH:7]=[CH:8][C:9]=1[O:10][CH2:11][C:12]#[CH:13])=[N+:2]=[N-:3].[Cr](Cl)([O-])(=O)=O.[NH+]1C=CC=CC=1.CCOC(C)=O. (7) Given the product [F:33][C:34]1[CH:41]=[CH:40][CH:39]=[CH:38][C:35]=1[CH2:36][NH:37][C:4](=[O:6])[C:3]1[CH:7]=[CH:8][C:9]([NH2:11])=[N:10][C:2]=1[NH2:1], predict the reactants needed to synthesize it. The reactants are: [NH2:1][C:2]1[N:10]=[C:9]([NH2:11])[CH:8]=[CH:7][C:3]=1[C:4]([OH:6])=O.ON1C2C=CC=CC=2N=N1.CCN=C=NCCCN(C)C.[F:33][C:34]1[CH:41]=[CH:40][CH:39]=[CH:38][C:35]=1[CH2:36][NH2:37].